From a dataset of Full USPTO retrosynthesis dataset with 1.9M reactions from patents (1976-2016). Predict the reactants needed to synthesize the given product. Given the product [Br:1][C:2]1[CH:7]=[C:6]([F:8])[CH:5]=[C:4]2[C:3]=1[CH:12]=[CH:13][NH:9]2, predict the reactants needed to synthesize it. The reactants are: [Br:1][C:2]1[CH:7]=[C:6]([F:8])[CH:5]=[C:4]([N+:9]([O-])=O)[C:3]=1[CH3:12].[CH3:13]OC(N(C)C)OC.